Dataset: Full USPTO retrosynthesis dataset with 1.9M reactions from patents (1976-2016). Task: Predict the reactants needed to synthesize the given product. (1) Given the product [CH2:1]([N:8]1[CH:16]=[C:15]2[C:10]([CH:11]=[C:12]([C:17]3[CH:18]=[C:19]([CH:27]4[CH2:31][CH2:30][N:29]([S:33]([CH3:32])(=[O:35])=[O:34])[CH2:28]4)[N:20]4[C:25]=3[C:24]([NH2:26])=[N:23][CH:22]=[N:21]4)[CH:13]=[CH:14]2)=[N:9]1)[C:2]1[CH:3]=[CH:4][CH:5]=[CH:6][CH:7]=1, predict the reactants needed to synthesize it. The reactants are: [CH2:1]([N:8]1[CH:16]=[C:15]2[C:10]([CH:11]=[C:12]([C:17]3[CH:18]=[C:19]([CH:27]4[CH2:31][CH2:30][NH:29][CH2:28]4)[N:20]4[C:25]=3[C:24]([NH2:26])=[N:23][CH:22]=[N:21]4)[CH:13]=[CH:14]2)=[N:9]1)[C:2]1[CH:7]=[CH:6][CH:5]=[CH:4][CH:3]=1.[CH3:32][S:33](Cl)(=[O:35])=[O:34].C(N(CC)CC)C. (2) The reactants are: [H-].[Na+].[CH3:3][CH:4]([OH:8])[C:5]#[C:6][CH3:7].[Cl:9][C:10]1[CH:15]=[C:14](Cl)[N:13]=[CH:12][N:11]=1.[Cl-].[NH4+]. Given the product [Cl:9][C:10]1[CH:15]=[C:14]([O:8][CH:4]([CH3:3])[C:5]#[C:6][CH3:7])[N:13]=[CH:12][N:11]=1, predict the reactants needed to synthesize it. (3) Given the product [C:1]([O-:12])(=[O:11])[CH2:2][CH2:3][CH2:4][CH2:5][CH2:6][CH2:7][CH2:8][CH2:9][CH3:10].[Na+:14], predict the reactants needed to synthesize it. The reactants are: [C:1]([OH:12])(=[O:11])[CH2:2][CH2:3][CH2:4][CH2:5][CH2:6][CH2:7][CH2:8][CH2:9][CH3:10].[OH-].[Na+:14]. (4) Given the product [Br:13][C:14]1[N:31]([CH2:32][O:33][CH2:34][CH2:35][Si:36]([CH3:39])([CH3:38])[CH3:37])[C:17]2[CH:18]=[N:19][N:20]([CH2:23][O:24][CH2:25][CH2:26][Si:27]([CH3:30])([CH3:29])[CH3:28])[C:21](=[O:22])[C:16]=2[C:15]=1[CH2:40][O:10][CH:7]([CH2:8][CH3:9])[CH3:6], predict the reactants needed to synthesize it. The reactants are: O1CCCC1.[CH3:6][CH:7]([OH:10])[CH2:8][CH3:9].[H-].[Na+].[Br:13][C:14]1[N:31]([CH2:32][O:33][CH2:34][CH2:35][Si:36]([CH3:39])([CH3:38])[CH3:37])[C:17]2[CH:18]=[N:19][N:20]([CH2:23][O:24][CH2:25][CH2:26][Si:27]([CH3:30])([CH3:29])[CH3:28])[C:21](=[O:22])[C:16]=2[C:15]=1[CH2:40]Br.